This data is from Full USPTO retrosynthesis dataset with 1.9M reactions from patents (1976-2016). The task is: Predict the reactants needed to synthesize the given product. (1) The reactants are: [Br:1][CH2:2][CH:3]([OH:5])[CH3:4].[O:6]1[CH:11]=[CH:10][CH2:9][CH2:8][CH2:7]1.O.C1(C)C=CC(S(O)(=O)=O)=CC=1. Given the product [Br:1][CH2:2][CH:3]([CH3:4])[O:5][CH:7]1[CH2:8][CH2:9][CH2:10][CH2:11][O:6]1, predict the reactants needed to synthesize it. (2) Given the product [NH:19]1[C:14]2[CH:15]=[CH:16][CH:17]=[CH:18][C:13]=2[N:20]=[C:11]1[C:5]1[C:4]2[C:8](=[CH:9][CH:10]=[C:2]([Br:1])[CH:3]=2)[NH:7][N:6]=1, predict the reactants needed to synthesize it. The reactants are: [Br:1][C:2]1[CH:3]=[C:4]2[C:8](=[CH:9][CH:10]=1)[NH:7][N:6]=[C:5]2[CH:11]=O.[C:13]1([NH2:20])[CH:18]=[CH:17][CH:16]=[CH:15][C:14]=1[NH2:19].S(=O)(O)[O-].[Na+].